Dataset: Forward reaction prediction with 1.9M reactions from USPTO patents (1976-2016). Task: Predict the product of the given reaction. (1) Given the reactants CC(O)=O.[N:5]1[CH:10]=[CH:9][C:8]([C:11]2[N:15]3[N:16]=[C:17]([NH:20][C@H:21]4[CH2:26][CH2:25][C@H:24]([OH:27])[CH2:23][CH2:22]4)[CH:18]=[CH:19][C:14]3=[N:13][CH:12]=2)=[CH:7][CH:6]=1.[CH3:28][N:29]=[C:30]=[O:31], predict the reaction product. The product is: [CH3:28][NH:29][C:30](=[O:31])[O:27][C@H:24]1[CH2:23][CH2:22][C@H:21]([NH:20][C:17]2[CH:18]=[CH:19][C:14]3[N:15]([C:11]([C:8]4[CH:9]=[CH:10][N:5]=[CH:6][CH:7]=4)=[CH:12][N:13]=3)[N:16]=2)[CH2:26][CH2:25]1. (2) Given the reactants [CH3:1][CH:2]1[CH2:7][NH:6][CH2:5][CH2:4][NH:3]1.C(=O)([O-])[O-].[Cs+].[Cs+].C1(P(C2C=CC=CC=2)C2C=CC3C(=CC=CC=3)C=2C2C3C(=CC=CC=3)C=CC=2P(C2C=CC=CC=2)C2C=CC=CC=2)C=CC=CC=1.FC(F)(F)S(O[C:66]1[CH:75]=[CH:74][CH:73]=[C:72]2[C:67]=1[CH:68]=[CH:69][C:70]([CH3:76])=[N:71]2)(=O)=O, predict the reaction product. The product is: [CH3:76][C:70]1[CH:69]=[CH:68][C:67]2[C:72](=[CH:73][CH:74]=[CH:75][C:66]=2[N:6]2[CH2:5][CH2:4][NH:3][CH:2]([CH3:1])[CH2:7]2)[N:71]=1.